This data is from Reaction yield outcomes from USPTO patents with 853,638 reactions. The task is: Predict the reaction yield, written as a fraction of the theoretical maximum amount of product (1.0 means a 100% yield; for example, 0.34 means a 34% yield). (1) The reactants are [N+:1]([C:4]1[CH:5]=[CH:6][C:7]2[NH:12][CH2:11][CH2:10][S:9][C:8]=2[CH:13]=1)([O-:3])=[O:2].[Cl:14][CH2:15][CH2:16][CH2:17]I.[OH-].[Na+]. The catalyst is C(Cl)Cl.[Br-].C([N+](CCCC)(CCCC)CCCC)CCC.O. The product is [Cl:14][CH2:15][CH2:16][CH2:17][N:12]1[CH2:11][CH2:10][S:9][C:8]2[CH:13]=[C:4]([N+:1]([O-:3])=[O:2])[CH:5]=[CH:6][C:7]1=2. The yield is 0.470. (2) The reactants are [O:1]=[C:2]1[CH2:7][O:6][CH2:5][CH2:4][N:3]1[CH:8]1[CH2:13][CH2:12][CH:11]([C:14]([O:16]CC)=[O:15])[CH2:10][CH2:9]1.CC(C)([O-])C.[K+].O.Cl. The catalyst is O1CCCC1. The product is [O:1]=[C:2]1[CH2:7][O:6][CH2:5][CH2:4][N:3]1[C@H:8]1[CH2:9][CH2:10][C@H:11]([C:14]([OH:16])=[O:15])[CH2:12][CH2:13]1. The yield is 0.409. (3) The reactants are Cl[C:2]1[CH:7]=[CH:6][C:5]([C:8]2[S:9][C:10]3[CH:16]=[C:15]([CH3:17])[CH:14]=[CH:13][C:11]=3[N:12]=2)=[CH:4][C:3]=1[C:18]([F:21])([F:20])[F:19].[C:22]1(B(O)O)[CH:27]=[CH:26][CH:25]=[CH:24][CH:23]=1.[F-].[K+].C1(P(C2C=CC=CC=2C2C=CC=CC=2)C2CCCCC2)CCCCC1. The catalyst is CC([O-])=O.CC([O-])=O.[Pd+2].C1COCC1. The product is [CH3:17][C:15]1[CH:14]=[CH:13][C:11]2[N:12]=[C:8]([C:5]3[CH:6]=[CH:7][C:2]([C:22]4[CH:27]=[CH:26][CH:25]=[CH:24][CH:23]=4)=[C:3]([C:18]([F:21])([F:20])[F:19])[CH:4]=3)[S:9][C:10]=2[CH:16]=1. The yield is 0.630. (4) The reactants are [C:1]([O:5][C:6](=[O:22])[NH:7][C:8]([CH3:21])([CH3:20])[CH2:9][C:10]1[C:18]2[C:13](=[C:14]([OH:19])[CH:15]=[CH:16][CH:17]=2)[NH:12][CH:11]=1)([CH3:4])([CH3:3])[CH3:2].[H-].[Na+].[CH3:25][O:26][C:27](=[O:35])[C:28]1[CH:33]=[CH:32][C:31](Cl)=[N:30][CH:29]=1.O. The catalyst is CN(C)C=O. The product is [CH3:25][O:26][C:27](=[O:35])[C:28]1[CH:33]=[CH:32][C:31]([O:19][C:14]2[CH:15]=[CH:16][CH:17]=[C:18]3[C:13]=2[NH:12][CH:11]=[C:10]3[CH2:9][C:8]([NH:7][C:6]([O:5][C:1]([CH3:4])([CH3:2])[CH3:3])=[O:22])([CH3:21])[CH3:20])=[N:30][CH:29]=1. The yield is 0.580. (5) The reactants are [Cl:1][C:2]1[CH:7]=[C:6]([F:8])[CH:5]=[CH:4][C:3]=1[N:9]1[C:17](=[O:18])[C:16]2[C@@H:15]3[C:19]([CH3:21])([CH3:20])[C@@:12]([CH3:22])([CH2:13][CH2:14]3)[C:11]=2[NH:10]1.I[CH3:24].O. The catalyst is CN(C)C=O. The product is [Cl:1][C:2]1[CH:7]=[C:6]([F:8])[CH:5]=[CH:4][C:3]=1[N:9]1[C:17](=[O:18])[C:16]2[C@@H:15]3[C:19]([CH3:21])([CH3:20])[C@@:12]([CH3:22])([CH2:13][CH2:14]3)[C:11]=2[N:10]1[CH3:24]. The yield is 0.860. (6) The reactants are [Cl:1][C:2]1[CH:7]=[C:6](Cl)[N:5]2[N:9]=[CH:10][C:11]([CH2:12][CH2:13][CH2:14][CH2:15][C:16]#[N:17])=[C:4]2[N:3]=1.[NH2:18][C:19]1[CH:20]=[C:21]([CH:27]=[CH:28][CH:29]=1)[C:22]([O:24][CH2:25][CH3:26])=[O:23]. The catalyst is C(O)C. The product is [CH2:25]([O:24][C:22](=[O:23])[C:21]1[CH:27]=[CH:28][CH:29]=[C:19]([NH:18][C:6]2[N:5]3[N:9]=[CH:10][C:11]([CH2:12][CH2:13][CH2:14][CH2:15][C:16]#[N:17])=[C:4]3[N:3]=[C:2]([Cl:1])[CH:7]=2)[CH:20]=1)[CH3:26]. The yield is 0.500.